The task is: Predict the product of the given reaction.. This data is from Forward reaction prediction with 1.9M reactions from USPTO patents (1976-2016). (1) Given the reactants N[CH:2](C1C=CC(OC)=C(OC)C=1)CC(O)=O.[NH2:17][CH:18]([C:23]1[CH:28]=[CH:27][C:26]([O:29][CH:30]([CH3:32])[CH3:31])=[C:25]([O:33][CH3:34])[CH:24]=1)[CH2:19][C:20]([OH:22])=[O:21], predict the reaction product. The product is: [NH2:17][CH:18]([C:23]1[CH:28]=[CH:27][C:26]([O:29][CH:30]([CH3:32])[CH3:31])=[C:25]([O:33][CH3:34])[CH:24]=1)[CH2:19][C:20]([O:22][CH3:2])=[O:21]. (2) Given the reactants [Cl:1][C:2]1[CH:16]=[CH:15][C:5]([O:6][CH2:7][C:8]([O:10][C:11]([CH3:14])([CH3:13])[CH3:12])=[O:9])=[C:4]([CH:17]=[O:18])[CH:3]=1.[BH4-].[Na+], predict the reaction product. The product is: [Cl:1][C:2]1[CH:16]=[CH:15][C:5]([O:6][CH2:7][C:8]([O:10][C:11]([CH3:14])([CH3:12])[CH3:13])=[O:9])=[C:4]([CH2:17][OH:18])[CH:3]=1. (3) The product is: [C:1]12([CH2:11][O:12][C:13]3[C:21]([CH3:22])=[CH:20][C:16]([C:17]([NH:61][S:58]([N:54]4[CH2:57][CH2:56][CH2:55]4)(=[O:60])=[O:59])=[O:19])=[C:15]([F:25])[CH:14]=3)[CH2:8][CH:7]3[CH2:9][CH:3]([CH2:4][CH:5]([CH2:6]3)[CH2:10]1)[CH2:2]2. Given the reactants [C:1]12([CH2:11][O:12][C:13]3[C:21]([CH:22]4CC4)=[CH:20][C:16]([C:17]([OH:19])=O)=[C:15]([F:25])[CH:14]=3)[CH2:10][CH:5]3[CH2:6][CH:7]([CH2:9][CH:3]([CH2:4]3)[CH2:2]1)[CH2:8]2.C12(COC3C(C)=CC(C(O)=O)=C(F)C=3)CC3CC(CC(C3)C1)C2.CS(N)(=O)=O.[N:54]1([S:58]([NH2:61])(=[O:60])=[O:59])[CH2:57][CH2:56][CH2:55]1, predict the reaction product. (4) Given the reactants [CH:1]([C:4]1[CH:9]=[CH:8][CH:7]=[C:6]([CH:10]([CH3:12])[CH3:11])[C:5]=1[N:13]1[C:35](=[O:36])[C:32]2[C:33]3[C:34]4[C:29](=[CH:30][CH:31]=2)[C:28]2[C:37]5[C:24]([C:25]([CH2:38][CH2:39][CH2:40][CH2:41][CH2:42][CH2:43][OH:44])=[CH:26][CH:27]=2)=[CH:23][CH:22]=[CH:21][C:20]=5[C:19]=4[CH:18]=[CH:17][C:16]=3[C:14]1=[O:15])([CH3:3])[CH3:2].[C:45](Cl)(=[O:49])[C:46]([CH3:48])=[CH2:47], predict the reaction product. The product is: [CH:1]([C:4]1[CH:9]=[CH:8][CH:7]=[C:6]([CH:10]([CH3:12])[CH3:11])[C:5]=1[N:13]1[C:35](=[O:36])[C:32]2[C:33]3[C:34]4[C:29](=[CH:30][CH:31]=2)[C:28]2[C:37]5[C:24]([C:25]([CH2:38][CH2:39][CH2:40][CH2:41][CH2:42][CH2:43][O:44][C:45](=[O:49])[C:46]([CH3:48])=[CH2:47])=[CH:26][CH:27]=2)=[CH:23][CH:22]=[CH:21][C:20]=5[C:19]=4[CH:18]=[CH:17][C:16]=3[C:14]1=[O:15])([CH3:2])[CH3:3]. (5) Given the reactants [Cl:1][C:2]1[N:7]=[C:6]([C:8]([O:10][CH3:11])=[O:9])[CH:5]=[C:4](Cl)[N:3]=1.C(=O)(O)[O-].[Na+].[NH:18]1[CH:22]=[CH:21][CH:20]=[N:19]1, predict the reaction product. The product is: [Cl:1][C:2]1[N:7]=[C:6]([C:8]([O:10][CH3:11])=[O:9])[CH:5]=[C:4]([N:18]2[CH:22]=[CH:21][CH:20]=[N:19]2)[N:3]=1. (6) Given the reactants [CH2:1]([C@H:8]([NH:11][C:12]1[N:20]=[C:19](Cl)[N:18]=[C:17]2[C:13]=1[N:14]=[CH:15][N:16]2[C@@H:22]1[CH2:26][C@H:25]([NH:27][C:28](=[O:31])[CH2:29][OH:30])[C@@H:24]([OH:32])[C@H:23]1[OH:33])[CH2:9][OH:10])[C:2]1[CH:7]=[CH:6][CH:5]=[CH:4][CH:3]=1.[N+:34]([C:37]1[N:41]=[CH:40][NH:39][N:38]=1)([O-:36])=[O:35], predict the reaction product. The product is: [OH:32][C@H:24]1[C@@H:23]([OH:33])[C@H:22]([N:16]2[CH:15]=[N:14][C:13]3[C:17]2=[N:18][C:19]([N:39]2[CH:40]=[N:41][C:37]([N+:34]([O-:36])=[O:35])=[N:38]2)=[N:20][C:12]=3[NH:11][C@H:8]([CH2:9][OH:10])[CH2:1][C:2]2[CH:7]=[CH:6][CH:5]=[CH:4][CH:3]=2)[CH2:26][C@@H:25]1[NH:27][C:28](=[O:31])[CH2:29][OH:30].